From a dataset of Reaction yield outcomes from USPTO patents with 853,638 reactions. Predict the reaction yield, written as a fraction of the theoretical maximum amount of product (1.0 means a 100% yield; for example, 0.34 means a 34% yield). (1) The reactants are [NH:1]([C:3](=[O:24])[C:4]([NH:6][C:7]1[CH:8]=[CH:9][C:10]([N:13]2[CH2:18][CH2:17][C:16]([CH3:23])([C:19]([O:21][CH3:22])=[O:20])[CH2:15][CH2:14]2)=[N:11][CH:12]=1)=[O:5])[NH2:2].[F:25][C:26]1[CH:27]=[C:28]([N:33]=[C:34]=S)[CH:29]=[CH:30][C:31]=1[F:32].CCN=C=NCCCN(C)C.Cl.O. The catalyst is CN(C=O)C. The product is [F:25][C:26]1[CH:27]=[C:28]([NH:33][C:34]2[O:24][C:3]([C:4]([NH:6][C:7]3[CH:8]=[CH:9][C:10]([N:13]4[CH2:14][CH2:15][C:16]([CH3:23])([C:19]([O:21][CH3:22])=[O:20])[CH2:17][CH2:18]4)=[N:11][CH:12]=3)=[O:5])=[N:1][N:2]=2)[CH:29]=[CH:30][C:31]=1[F:32]. The yield is 0.796. (2) The reactants are ClC(Cl)(Cl)C(=N)O[CH:5]([C:7]1[CH:8]=[C:9]([C:24]([F:27])([F:26])[F:25])[CH:10]=[C:11]2[C:15]=1[N:14]([CH2:16][O:17][CH2:18][CH2:19][Si:20]([CH3:23])([CH3:22])[CH3:21])[CH:13]=[CH:12]2)[CH3:6].[OH:31][CH2:32][C:33]1([C:46]2[CH:51]=[CH:50][CH:49]=[CH:48][CH:47]=2)[CH2:38][CH2:37][N:36]([C:39]([O:41][C:42]([CH3:45])([CH3:44])[CH3:43])=[O:40])[CH2:35][CH2:34]1.C1CCCCC1. The catalyst is ClCCl. The product is [C:46]1([C:33]2([CH2:32][O:31][CH:5]([C:7]3[CH:8]=[C:9]([C:24]([F:26])([F:27])[F:25])[CH:10]=[C:11]4[C:15]=3[N:14]([CH2:16][O:17][CH2:18][CH2:19][Si:20]([CH3:21])([CH3:22])[CH3:23])[CH:13]=[CH:12]4)[CH3:6])[CH2:38][CH2:37][N:36]([C:39]([O:41][C:42]([CH3:44])([CH3:45])[CH3:43])=[O:40])[CH2:35][CH2:34]2)[CH:47]=[CH:48][CH:49]=[CH:50][CH:51]=1. The yield is 0.475. (3) The product is [F:1][C:2]1[CH:7]=[CH:6][CH:5]=[CH:4][C:3]=1[C:8]1[N:13]=[C:12]([CH3:14])[C:11]([CH:15]([CH2:20][CH2:21][CH3:22])[C:16]([OH:18])=[O:17])=[C:10]([C:23]2[CH:24]=[CH:25][C:26]([CH3:29])=[CH:27][CH:28]=2)[N:9]=1. The reactants are [F:1][C:2]1[CH:7]=[CH:6][CH:5]=[CH:4][C:3]=1[C:8]1[N:13]=[C:12]([CH3:14])[C:11]([CH:15]([CH2:20][CH2:21][CH3:22])[C:16]([O:18]C)=[O:17])=[C:10]([C:23]2[CH:28]=[CH:27][C:26]([CH3:29])=[CH:25][CH:24]=2)[N:9]=1.[OH-].[Na+]. The yield is 0.0900. The catalyst is CO. (4) The reactants are [F:1][C:2]1[CH:11]=[CH:10][C:9]([C:12]([O:14]C)=[O:13])=[C:8]2[C:3]=1[CH:4]=[CH:5][CH2:6][O:7]2.[OH-].[Na+].O. The catalyst is C(O)C. The product is [F:1][C:2]1[CH:11]=[CH:10][C:9]([C:12]([OH:14])=[O:13])=[C:8]2[C:3]=1[CH:4]=[CH:5][CH2:6][O:7]2. The yield is 0.990. (5) The reactants are [CH3:1][O:2][C:3]1[CH:28]=[CH:27][C:6]([C:7]([N:9]2[C:18]3[C:13](=[CH:14][CH:15]=[CH:16][CH:17]=3)[C@H:12]([NH:19][C:20]3[CH:25]=[CH:24][N:23]=[CH:22][CH:21]=3)[CH2:11][C@@H:10]2[CH3:26])=[O:8])=[CH:5][CH:4]=1.C(N(C(C)C)CC)(C)C.[C:38](Cl)(=[O:40])[CH3:39]. The catalyst is C(Cl)Cl. The product is [CH3:1][O:2][C:3]1[CH:4]=[CH:5][C:6]([C:7]([N:9]2[C:18]3[C:13](=[CH:14][CH:15]=[CH:16][CH:17]=3)[C@H:12]([N:19]([C:20]3[CH:21]=[CH:22][N:23]=[CH:24][CH:25]=3)[C:38](=[O:40])[CH3:39])[CH2:11][C@@H:10]2[CH3:26])=[O:8])=[CH:27][CH:28]=1. The yield is 0.610. (6) The reactants are [Br:1][C:2]1[CH:3]=[CH:4][C:5]2[N:6]([CH2:16][CH:17]3[O:21][C:20](=[O:22])[NH:19][CH2:18]3)[C:7]3[C:12]([C:13]=2[CH:14]=1)=[CH:11][C:10]([Br:15])=[CH:9][CH:8]=3.I[C:24]1[CH:29]=[CH:28][CH:27]=[CH:26][N:25]=1.C([O-])([O-])=O.[K+].[K+].C(Cl)Cl.CCOC(C)=O. The catalyst is CS(C)=O.CCOC(C)=O.[Cu]I. The product is [Br:15][C:10]1[CH:9]=[CH:8][C:7]2[N:6]([CH2:16][CH:17]3[O:21][C:20](=[O:22])[N:19]([C:24]4[CH:29]=[CH:28][CH:27]=[CH:26][N:25]=4)[CH2:18]3)[C:5]3[C:13]([C:12]=2[CH:11]=1)=[CH:14][C:2]([Br:1])=[CH:3][CH:4]=3. The yield is 0.794. (7) The reactants are C[O:2][C:3](=[O:36])[C:4]1[CH:9]=[CH:8][C:7]([O:10][CH2:11][CH2:12][C:13]2[N:14]=[C:15]([NH:18][C:19]([NH:21][C:22]3[CH:27]=[CH:26][C:25]([CH3:28])=[CH:24][C:23]=3[C:29]([CH:31]3[CH2:35][CH2:34][CH2:33][CH2:32]3)=[O:30])=[O:20])[S:16][CH:17]=2)=[CH:6][CH:5]=1. The catalyst is [Li+].[OH-]. The product is [CH:31]1([C:29]([C:23]2[CH:24]=[C:25]([CH3:28])[CH:26]=[CH:27][C:22]=2[NH:21][C:19](=[O:20])[NH:18][C:15]2[S:16][CH:17]=[C:13]([CH2:12][CH2:11][O:10][C:7]3[CH:6]=[CH:5][C:4]([C:3]([OH:36])=[O:2])=[CH:9][CH:8]=3)[N:14]=2)=[O:30])[CH2:35][CH2:34][CH2:33][CH2:32]1. The yield is 0.960.